Dataset: Catalyst prediction with 721,799 reactions and 888 catalyst types from USPTO. Task: Predict which catalyst facilitates the given reaction. (1) Reactant: [C:1]([C:3]1[CH:40]=[CH:39][C:6]2[N:7](COCC[Si](C)(C)C)[C:8]([C:10]([C:12]3[C:20]([O:21][CH3:22])=[CH:19][C:18]([CH3:23])=[C:17]4[C:13]=3[CH:14]=[CH:15][N:16]4C(OC(C)(C)C)=O)=[O:11])=[N:9][C:5]=2[CH:4]=1)#[N:2].C(C1C=CC2N=C(C(C3C(OC)=CC(C)=C4C=3C=CN4C(OC(C)(C)C)=O)=O)N(COCC[Si](C)(C)C)C=2C=1)#N.CCCC[N+](CCCC)(CCCC)CCCC.[F-].[Cl-].[NH4+].C(=O)([O-])[O-].[Cs+].[Cs+]. Product: [CH3:22][O:21][C:20]1[CH:19]=[C:18]([CH3:23])[C:17]2[NH:16][CH:15]=[CH:14][C:13]=2[C:12]=1[C:10]([C:8]1[NH:7][C:6]2[CH:39]=[CH:40][C:3]([C:1]#[N:2])=[CH:4][C:5]=2[N:9]=1)=[O:11]. The catalyst class is: 49. (2) Reactant: [CH3:1][O:2][C:3](=[O:26])[CH2:4][CH:5]([NH:17]C1C=CC=CC=1OC)[C:6]1[C:7]([Cl:16])=[N:8][C:9]2[C:14]([CH:15]=1)=[CH:13][CH:12]=[CH:11][CH:10]=2.[K+].[Br-]. The catalyst class is: 144. Product: [CH3:1][O:2][C:3](=[O:26])[CH2:4][CH:5]([NH2:17])[C:6]1[C:7]([Cl:16])=[N:8][C:9]2[C:14]([CH:15]=1)=[CH:13][CH:12]=[CH:11][CH:10]=2. (3) Reactant: [F:1][C:2]([F:27])([F:26])[C:3]1[CH:25]=[CH:24][C:6]([CH2:7][C:8]2[CH:13]=[CH:12][C:11]([O:14][C:15]([N:17]3[CH2:22][CH2:21][CH:20](O)[CH2:19][CH2:18]3)=[O:16])=[CH:10][CH:9]=2)=[CH:5][CH:4]=1.[NH:28]1[CH:32]=[CH:31][N:30]=[C:29]1[SH:33].N(C(N1CCCCC1)=O)=NC(N1CCCCC1)=O.C(P(CCCC)CCCC)CCC. Product: [F:1][C:2]([F:27])([F:26])[C:3]1[CH:25]=[CH:24][C:6]([CH2:7][C:8]2[CH:13]=[CH:12][C:11]([O:14][C:15]([N:17]3[CH2:22][CH2:21][CH:20]([S:33][C:29]4[NH:28][CH:32]=[CH:31][N:30]=4)[CH2:19][CH2:18]3)=[O:16])=[CH:10][CH:9]=2)=[CH:5][CH:4]=1. The catalyst class is: 7. (4) Reactant: F[C:2]1[CH:7]=[CH:6][C:5]([C:8]2[CH:13]=[CH:12][CH:11]=[CH:10][CH:9]=2)=[CH:4][C:3]=1[N+:14]([O-:16])=[O:15].[CH:17]([C:20]1[CH:26]=[CH:25][CH:24]=[CH:23][C:21]=1[NH2:22])([CH3:19])[CH3:18].[F-].[K+]. Product: [CH:17]([C:20]1[CH:26]=[CH:25][CH:24]=[CH:23][C:21]=1[NH:22][C:2]1[CH:7]=[CH:6][C:5]([C:8]2[CH:13]=[CH:12][CH:11]=[CH:10][CH:9]=2)=[CH:4][C:3]=1[N+:14]([O-:16])=[O:15])([CH3:19])[CH3:18]. The catalyst class is: 13. (5) Reactant: [F:1][C:2]([F:40])([F:39])[C@H:3]([N:26]1[CH2:30][CH2:29][C@H:28]([NH:31]C(=O)OC(C)(C)C)[CH2:27]1)[C:4]1[CH:5]=[CH:6][C:7]2[N:8]([C:10]([C:13]3[CH:22]=[CH:21][C:20]4[C:15](=[CH:16][C:17]([O:24][CH3:25])=[C:18]([F:23])[CH:19]=4)[N:14]=3)=[N:11][N:12]=2)[CH:9]=1. Product: [F:40][C:2]([F:1])([F:39])[C@H:3]([N:26]1[CH2:30][CH2:29][C@H:28]([NH2:31])[CH2:27]1)[C:4]1[CH:5]=[CH:6][C:7]2[N:8]([C:10]([C:13]3[CH:22]=[CH:21][C:20]4[C:15](=[CH:16][C:17]([O:24][CH3:25])=[C:18]([F:23])[CH:19]=4)[N:14]=3)=[N:11][N:12]=2)[CH:9]=1. The catalyst class is: 67. (6) Reactant: [Cl:1][C:2]1[CH:7]=[CH:6][C:5]([C:8]([CH3:13])([CH3:12])[C:9]([OH:11])=O)=[CH:4][CH:3]=1.Cl[C:15]([N:19](C)C)=C(C)C.[S-]C#N.[K+].[NH:26]([C:28](=[O:44])[C:29]([NH:31][C:32]1[CH:37]=[CH:36][C:35]([N:38]2[CH2:43][CH2:42][O:41][CH2:40][CH2:39]2)=[CH:34][CH:33]=1)=[O:30])[NH2:27].C1N=CN(C(N2C=NC=C2)=O)C=1. The catalyst class is: 118. Product: [Cl:1][C:2]1[CH:3]=[CH:4][C:5]([C:8]([CH3:13])([CH3:12])[C:9]([NH:19][C:15]2[O:44][C:28]([C:29]([NH:31][C:32]3[CH:33]=[CH:34][C:35]([N:38]4[CH2:39][CH2:40][O:41][CH2:42][CH2:43]4)=[CH:36][CH:37]=3)=[O:30])=[N:26][N:27]=2)=[O:11])=[CH:6][CH:7]=1. (7) Reactant: Cl[C:2]1[N:3]=[CH:4][C:5]2[S:10][CH:9]=[C:8]([C:11]([NH:13][C:14]3[CH:23]=[CH:22][C:21]4[C:16](=[CH:17][CH:18]=[CH:19][N:20]=4)[N:15]=3)=[O:12])[C:6]=2[N:7]=1.[C@@H:24]1([NH2:31])[CH2:29][CH2:28][CH2:27][CH2:26][C@@H:25]1[NH2:30]. The catalyst class is: 49. Product: [N:15]1[C:16]2[C:21](=[N:20][CH:19]=[CH:18][CH:17]=2)[CH:22]=[CH:23][C:14]=1[NH:13][C:11]([C:8]1[C:6]2[N:7]=[C:2]([NH:30][C@@H:25]3[CH2:26][CH2:27][CH2:28][CH2:29][C@@H:24]3[NH2:31])[N:3]=[CH:4][C:5]=2[S:10][CH:9]=1)=[O:12].